This data is from NCI-60 drug combinations with 297,098 pairs across 59 cell lines. The task is: Regression. Given two drug SMILES strings and cell line genomic features, predict the synergy score measuring deviation from expected non-interaction effect. (1) Drug 1: C1=NC(=NC(=O)N1C2C(C(C(O2)CO)O)O)N. Drug 2: C(CCl)NC(=O)N(CCCl)N=O. Cell line: MDA-MB-231. Synergy scores: CSS=41.3, Synergy_ZIP=-12.7, Synergy_Bliss=-4.65, Synergy_Loewe=-0.00580, Synergy_HSA=0.784. (2) Drug 1: CC1=C2C(C(=O)C3(C(CC4C(C3C(C(C2(C)C)(CC1OC(=O)C(C(C5=CC=CC=C5)NC(=O)OC(C)(C)C)O)O)OC(=O)C6=CC=CC=C6)(CO4)OC(=O)C)O)C)O. Drug 2: C1=CC=C(C(=C1)C(C2=CC=C(C=C2)Cl)C(Cl)Cl)Cl. Cell line: HCC-2998. Synergy scores: CSS=16.1, Synergy_ZIP=6.57, Synergy_Bliss=14.9, Synergy_Loewe=7.09, Synergy_HSA=11.8. (3) Drug 1: C1CCC(CC1)NC(=O)N(CCCl)N=O. Drug 2: C(CCl)NC(=O)N(CCCl)N=O. Cell line: OVCAR-8. Synergy scores: CSS=20.7, Synergy_ZIP=-5.74, Synergy_Bliss=0.225, Synergy_Loewe=-3.67, Synergy_HSA=-1.53. (4) Drug 1: CC1=C(C(=CC=C1)Cl)NC(=O)C2=CN=C(S2)NC3=CC(=NC(=N3)C)N4CCN(CC4)CCO. Drug 2: C1C(C(OC1N2C=NC(=NC2=O)N)CO)O. Cell line: UACC-257. Synergy scores: CSS=1.94, Synergy_ZIP=0.890, Synergy_Bliss=0.276, Synergy_Loewe=-1.55, Synergy_HSA=-2.32. (5) Drug 1: CC1C(C(=O)NC(C(=O)N2CCCC2C(=O)N(CC(=O)N(C(C(=O)O1)C(C)C)C)C)C(C)C)NC(=O)C3=C4C(=C(C=C3)C)OC5=C(C(=O)C(=C(C5=N4)C(=O)NC6C(OC(=O)C(N(C(=O)CN(C(=O)C7CCCN7C(=O)C(NC6=O)C(C)C)C)C)C(C)C)C)N)C. Drug 2: C1=NC2=C(N=C(N=C2N1C3C(C(C(O3)CO)O)F)Cl)N. Cell line: NCI-H322M. Synergy scores: CSS=-0.906, Synergy_ZIP=0.538, Synergy_Bliss=-0.783, Synergy_Loewe=-3.47, Synergy_HSA=-4.89. (6) Drug 1: C1=CC(=CC=C1CCC2=CNC3=C2C(=O)NC(=N3)N)C(=O)NC(CCC(=O)O)C(=O)O. Drug 2: CCN(CC)CCNC(=O)C1=C(NC(=C1C)C=C2C3=C(C=CC(=C3)F)NC2=O)C. Cell line: TK-10. Synergy scores: CSS=42.5, Synergy_ZIP=3.48, Synergy_Bliss=1.39, Synergy_Loewe=-17.2, Synergy_HSA=-0.185. (7) Drug 1: CNC(=O)C1=CC=CC=C1SC2=CC3=C(C=C2)C(=NN3)C=CC4=CC=CC=N4. Drug 2: C1C(C(OC1N2C=NC3=C(N=C(N=C32)Cl)N)CO)O. Cell line: NCIH23. Synergy scores: CSS=5.60, Synergy_ZIP=-0.238, Synergy_Bliss=-3.32, Synergy_Loewe=-5.83, Synergy_HSA=-4.71. (8) Drug 1: C1CCN(CC1)CCOC2=CC=C(C=C2)C(=O)C3=C(SC4=C3C=CC(=C4)O)C5=CC=C(C=C5)O. Drug 2: CCC1(C2=C(COC1=O)C(=O)N3CC4=CC5=C(C=CC(=C5CN(C)C)O)N=C4C3=C2)O.Cl. Cell line: UO-31. Synergy scores: CSS=11.7, Synergy_ZIP=-5.94, Synergy_Bliss=2.53, Synergy_Loewe=-3.01, Synergy_HSA=3.76. (9) Drug 1: CC1=CC=C(C=C1)C2=CC(=NN2C3=CC=C(C=C3)S(=O)(=O)N)C(F)(F)F. Drug 2: C1=NC(=NC(=O)N1C2C(C(C(O2)CO)O)O)N. Cell line: OVCAR-4. Synergy scores: CSS=20.2, Synergy_ZIP=-6.11, Synergy_Bliss=1.35, Synergy_Loewe=-21.2, Synergy_HSA=-4.80.